This data is from Full USPTO retrosynthesis dataset with 1.9M reactions from patents (1976-2016). The task is: Predict the reactants needed to synthesize the given product. (1) Given the product [C:26]([C:2]1[N:7]=[C:6]([CH2:8][O:9][N:10]=[C:11]([C:18]2[N:22]([CH3:23])[N:21]=[N:20][N:19]=2)[C:12]2[CH:17]=[CH:16][CH:15]=[CH:14][CH:13]=2)[CH:5]=[CH:4][CH:3]=1)#[C:27][CH2:28][CH2:29][CH2:30][CH3:31], predict the reactants needed to synthesize it. The reactants are: Br[C:2]1[N:7]=[C:6]([CH2:8][O:9][N:10]=[C:11]([C:18]2[N:22]([CH3:23])[N:21]=[N:20][N:19]=2)[C:12]2[CH:17]=[CH:16][CH:15]=[CH:14][CH:13]=2)[CH:5]=[CH:4][CH:3]=1.N#N.[CH:26]#[C:27][CH2:28][CH2:29][CH2:30][CH3:31].C(N(C(C)C)C(C)C)C. (2) Given the product [C:21]([N:29]1[CH2:10][C:9]2[CH:11]=[CH:12][CH:13]=[CH:14][C:8]=2[N:7]([C:16]([NH2:17])=[O:15])[CH2:28][CH2:27]1)(=[O:23])[CH3:20], predict the reactants needed to synthesize it. The reactants are: C(C1C=N[NH:7][C:8]2[CH:14]=[CH:13][CH:12]=[CH:11][C:9]=2[CH:10]=1)(=O)C.[O-:15][C:16]#[N:17].[Na+].F[C:20](F)(F)[C:21]([OH:23])=O.O.[C:27](#[N:29])[CH3:28]. (3) Given the product [NH2:4][C:5]([CH2:8][CH:9]([OH:10])[C:11]1[CH:12]=[CH:13][C:14]([CH2:17][CH2:18][CH2:19][CH2:20][CH2:21][CH2:22][CH2:23][CH3:24])=[CH:15][CH:16]=1)([CH2:6][OH:7])[CH2:25][OH:26], predict the reactants needed to synthesize it. The reactants are: C([NH:4][C:5]([CH2:25][OH:26])([CH2:8][CH:9]([C:11]1[CH:16]=[CH:15][C:14]([CH2:17][CH2:18][CH2:19][CH2:20][CH2:21][CH2:22][CH2:23][CH3:24])=[CH:13][CH:12]=1)[OH:10])[CH2:6][OH:7])(=O)C.[Li+].[OH-]. (4) The reactants are: C(N(CC)CC)C.[NH2:8][C:9]1[C:17]2[C:12](=[N:13][CH:14]=[C:15]([Cl:32])[C:16]=2[N:18]2[CH2:23][CH2:22][CH2:21][C@@H:20]([NH:24][C:25](=[O:31])[O:26][C:27]([CH3:30])([CH3:29])[CH3:28])[CH2:19]2)[NH:11][CH:10]=1.[CH3:33][CH:34]([CH3:39])[CH2:35][C:36](Cl)=[O:37].CC#N.O. Given the product [Cl:32][C:15]1[C:16]([N:18]2[CH2:23][CH2:22][CH2:21][C@@H:20]([NH:24][C:25](=[O:31])[O:26][C:27]([CH3:28])([CH3:29])[CH3:30])[CH2:19]2)=[C:17]2[C:9]([NH:8][C:36](=[O:37])[CH2:35][CH:34]([CH3:39])[CH3:33])=[CH:10][NH:11][C:12]2=[N:13][CH:14]=1, predict the reactants needed to synthesize it. (5) Given the product [C:29]1([CH2:28][N:25]2[CH2:24][CH2:23][CH:22]([CH2:21][N:12]([CH2:13][O:14][CH2:15][CH2:16][Si:17]([CH3:20])([CH3:19])[CH3:18])[C:10]3[N:9]([CH2:39][O:40][CH2:41][CH2:42][Si:43]([CH3:44])([CH3:45])[CH3:46])[C:8]4[CH:47]=[CH:48][C:5]([CH2:3][OH:2])=[CH:6][C:7]=4[N:11]=3)[CH2:27][CH2:26]2)[C:38]2[C:33](=[CH:34][CH:35]=[CH:36][CH:37]=2)[CH:32]=[CH:31][CH:30]=1, predict the reactants needed to synthesize it. The reactants are: C[O:2][C:3]([C:5]1[CH:48]=[CH:47][C:8]2[N:9]([CH2:39][O:40][CH2:41][CH2:42][Si:43]([CH3:46])([CH3:45])[CH3:44])[C:10]([N:12]([CH2:21][CH:22]3[CH2:27][CH2:26][N:25]([CH2:28][C:29]4[C:38]5[C:33](=[CH:34][CH:35]=[CH:36][CH:37]=5)[CH:32]=[CH:31][CH:30]=4)[CH2:24][CH2:23]3)[CH2:13][O:14][CH2:15][CH2:16][Si:17]([CH3:20])([CH3:19])[CH3:18])=[N:11][C:7]=2[CH:6]=1)=O.[H-].[Li+].[Al+3].[H-].[H-].[H-].